From a dataset of Full USPTO retrosynthesis dataset with 1.9M reactions from patents (1976-2016). Predict the reactants needed to synthesize the given product. (1) Given the product [CH3:1][O:2][C:3]1[CH:8]=[CH:7][CH:6]=[CH:5][C:4]=1[CH:9]([CH3:13])[CH2:10][OH:11], predict the reactants needed to synthesize it. The reactants are: [CH3:1][O:2][C:3]1[CH:8]=[CH:7][CH:6]=[CH:5][C:4]=1[CH:9]([CH3:13])[C:10](O)=[O:11].[H-].[Al+3].[Li+].[H-].[H-].[H-].[OH-].[Na+].[O-]S([O-])(=O)=O.[Mg+2]. (2) Given the product [Cl:18][C:15]1[CH:16]=[C:17]2[C:12](=[CH:13][CH:14]=1)[N:11]([CH3:19])[C:10]([CH2:20][CH2:21][CH2:22][CH2:23][CH2:24][CH3:25])=[C:9]2[C:7](=[O:8])[CH2:6][C@@H:5]([CH3:26])[CH2:4][C:3]([OH:27])=[O:2], predict the reactants needed to synthesize it. The reactants are: C[O:2][C:3](=[O:27])[CH2:4][C@H:5]([CH3:26])[CH2:6][C:7]([C:9]1[C:17]2[C:12](=[CH:13][CH:14]=[C:15]([Cl:18])[CH:16]=2)[N:11]([CH3:19])[C:10]=1[CH2:20][CH2:21][CH2:22][CH2:23][CH2:24][CH3:25])=[O:8].O.[OH-].[Li+]. (3) Given the product [CH3:12][CH2:17][O:18][C:32]([CH3:27])=[O:33].[CH3:6][CH2:5][CH2:4][CH:9]([CH3:10])[CH3:8].[Cl:1][C:2]1[N:3]([C:12]2[C:13](=[O:24])[N:14]([CH3:23])[N:15]=[C:16]([CH:20]([O:22][CH3:29])[CH3:21])[C:17]=2[O:18][CH3:19])[C:4]2[C:9]([C:10]=1[Cl:11])=[CH:8][CH:7]=[CH:6][CH:5]=2, predict the reactants needed to synthesize it. The reactants are: [Cl:1][C:2]1[N:3]([C:12]2[C:13](=[O:24])[N:14]([CH3:23])[N:15]=[C:16]([CH:20]([OH:22])[CH3:21])[C:17]=2[O:18][CH3:19])[C:4]2[C:9]([C:10]=1[Cl:11])=[CH:8][CH:7]=[CH:6][CH:5]=2.[H-].[Na+].[CH3:27]I.[CH3:29]N([CH:32]=[O:33])C.